This data is from Peptide-MHC class II binding affinity with 134,281 pairs from IEDB. The task is: Regression. Given a peptide amino acid sequence and an MHC pseudo amino acid sequence, predict their binding affinity value. This is MHC class II binding data. (1) The MHC is HLA-DQA10102-DQB10602 with pseudo-sequence HLA-DQA10102-DQB10602. The peptide sequence is AAATAETTVYGAFAA. The binding affinity (normalized) is 0.660. (2) The peptide sequence is ELQVIEKVDAAFKVA. The MHC is DRB1_1302 with pseudo-sequence DRB1_1302. The binding affinity (normalized) is 0.834. (3) The peptide sequence is SMSLFEVDQTKIQYV. The MHC is DRB1_0301 with pseudo-sequence DRB1_0301. The binding affinity (normalized) is 0.787. (4) The peptide sequence is PTPLAKEDFLRCLVK. The MHC is DRB1_0901 with pseudo-sequence DRB1_0901. The binding affinity (normalized) is 0.379. (5) The peptide sequence is APPPQLPRPPATPPP. The MHC is HLA-DQA10104-DQB10503 with pseudo-sequence HLA-DQA10104-DQB10503. The binding affinity (normalized) is 0. (6) The peptide sequence is HGLDVKFHTQAFSAH. The MHC is DRB1_0901 with pseudo-sequence DRB1_0901. The binding affinity (normalized) is 0.590. (7) The peptide sequence is NYEQQEQASQQILSS. The MHC is HLA-DQA10301-DQB10302 with pseudo-sequence HLA-DQA10301-DQB10302. The binding affinity (normalized) is 0.196. (8) The peptide sequence is IRDGLQYGWKTWGKN. The MHC is HLA-DQA10201-DQB10303 with pseudo-sequence HLA-DQA10201-DQB10303. The binding affinity (normalized) is 0. (9) The peptide sequence is GPLQIVDKIDAAFKI. The MHC is DRB1_1101 with pseudo-sequence DRB1_1101. The binding affinity (normalized) is 0.552. (10) The peptide sequence is ARIMLDNINMPNGLIAQF. The MHC is DRB1_0404 with pseudo-sequence DRB1_0404. The binding affinity (normalized) is 0.135.